This data is from Reaction yield outcomes from USPTO patents with 853,638 reactions. The task is: Predict the reaction yield, written as a fraction of the theoretical maximum amount of product (1.0 means a 100% yield; for example, 0.34 means a 34% yield). (1) The reactants are [CH3:1][C:2]1([CH3:9])[O:6][CH:5]([CH2:7][OH:8])[CH2:4][O:3]1.[H-].[Na+].Br[C:13]1[N:18]=[C:17]([C:19]([OH:21])=[O:20])[CH:16]=[CH:15][CH:14]=1.O. The catalyst is C1COCC1. The product is [CH3:1][C:2]1([CH3:9])[O:6][CH:5]([CH2:7][O:8][C:13]2[N:18]=[C:17]([C:19]([OH:21])=[O:20])[CH:16]=[CH:15][CH:14]=2)[CH2:4][O:3]1. The yield is 0.660. (2) The reactants are [CH3:1][C:2]([OH:13])([CH3:12])[CH2:3][N:4]1[CH:8]=[CH:7][C:6]([N+:9]([O-:11])=[O:10])=[N:5]1.[H-].[Na+].[CH3:16]I. The catalyst is CN(C)C=O. The product is [CH3:16][O:13][C:2]([CH3:1])([CH3:12])[CH2:3][N:4]1[CH:8]=[CH:7][C:6]([N+:9]([O-:11])=[O:10])=[N:5]1. The yield is 0.880. (3) The reactants are [Br:1][C:2]1[CH:14]=[CH:13][C:12]2[C:11]3[C:6](=[CH:7][C:8]([Br:15])=[CH:9][CH:10]=3)[CH2:5][C:4]=2[CH:3]=1.[CH2:16]([Li])CCC.CI.ClCCl. The catalyst is C1COCC1.O. The product is [Br:1][C:2]1[CH:14]=[CH:13][C:12]2[C:11]3[C:6](=[CH:7][C:8]([Br:15])=[CH:9][CH:10]=3)[CH:5]([CH3:16])[C:4]=2[CH:3]=1. The yield is 0.700.